Dataset: Forward reaction prediction with 1.9M reactions from USPTO patents (1976-2016). Task: Predict the product of the given reaction. (1) Given the reactants [CH3:1][O:2][C:3]1[CH:8]=[C:7]([N+:9]([O-])=O)[CH:6]=[CH:5][C:4]=1[CH3:12].[F:13][C:14]([F:25])([F:24])[C:15]1[N:20]=[CH:19][C:18]([CH2:21][C:22]#N)=[CH:17][CH:16]=1, predict the reaction product. The product is: [CH3:1][O:2][C:3]1[CH:8]=[C:7]([NH:9][CH2:22][CH2:21][C:18]2[CH:19]=[N:20][C:15]([C:14]([F:25])([F:13])[F:24])=[CH:16][CH:17]=2)[CH:6]=[CH:5][C:4]=1[CH3:12]. (2) Given the reactants [CH3:1][O:2][C:3](=[O:19])[CH2:4][CH2:5][CH2:6][CH2:7][CH2:8][S:9][C:10]1[CH:15]=[CH:14][C:13]([N:16]([CH3:18])[CH3:17])=[CH:12][CH:11]=1.I([O-])(=O)(=O)=[O:21].[Na+], predict the reaction product. The product is: [CH3:1][O:2][C:3](=[O:19])[CH2:4][CH2:5][CH2:6][CH2:7][CH2:8][S:9]([C:10]1[CH:11]=[CH:12][C:13]([N:16]([CH3:18])[CH3:17])=[CH:14][CH:15]=1)=[O:21]. (3) Given the reactants [NH2:1][C:2]1[CH:7]=[CH:6][C:5]([N:8]2[CH:12]=[C:11]([C:13]([CH2:22][C:23]3[CH:24]=[N:25][C:26]([NH:29][C:30]([O:32][C:33]([CH3:36])([CH3:35])[CH3:34])=[O:31])=[CH:27][CH:28]=3)([C:18]([O:20][CH3:21])=[O:19])[C:14]([O:16][CH3:17])=[O:15])[N:10]=[CH:9]2)=[CH:4][CH:3]=1.[C:37]1([N:43]=[C:44]=[O:45])[CH:42]=[CH:41][CH:40]=[CH:39][CH:38]=1.C(N(CC)CC)C, predict the reaction product. The product is: [C:33]([O:32][C:30]([NH:29][C:26]1[N:25]=[CH:24][C:23]([CH2:22][C:13]([C:11]2[N:10]=[CH:9][N:8]([C:5]3[CH:4]=[CH:3][C:2]([NH:1][C:44]([NH:43][C:37]4[CH:42]=[CH:41][CH:40]=[CH:39][CH:38]=4)=[O:45])=[CH:7][CH:6]=3)[CH:12]=2)([C:14]([O:16][CH3:17])=[O:15])[C:18]([O:20][CH3:21])=[O:19])=[CH:28][CH:27]=1)=[O:31])([CH3:36])([CH3:35])[CH3:34].